Dataset: Forward reaction prediction with 1.9M reactions from USPTO patents (1976-2016). Task: Predict the product of the given reaction. Given the reactants Br[C:2]1[C:3]2[C:4]3[CH:17]=[CH:16][S:15][C:5]=3[C:6](=[O:14])[NH:7][C:8]=2[CH:9]=[CH:10][C:11]=1[O:12][CH3:13].[CH3:18][N:19]([C@@H:27]([C:29]1[CH:34]=[CH:33][C:32](B2OC(C)(C)C(C)(C)O2)=[CH:31][CH:30]=1)[CH3:28])[C:20](=[O:26])[O:21][C:22]([CH3:25])([CH3:24])[CH3:23], predict the reaction product. The product is: [CH3:13][O:12][C:11]1[CH:10]=[CH:9][C:8]2[NH:7][C:6](=[O:14])[C:5]3[S:15][CH:16]=[CH:17][C:4]=3[C:3]=2[C:2]=1[C:32]1[CH:31]=[CH:30][C:29]([C@H:27]([N:19]([CH3:18])[C:20](=[O:26])[O:21][C:22]([CH3:24])([CH3:23])[CH3:25])[CH3:28])=[CH:34][CH:33]=1.